From a dataset of Retrosynthesis with 50K atom-mapped reactions and 10 reaction types from USPTO. Predict the reactants needed to synthesize the given product. (1) Given the product O=C1NC2CCC(=O)N2[C@H]1Cc1ccccc1, predict the reactants needed to synthesize it. The reactants are: CC(C)COC(=O)CCC1NC(=O)[C@H](Cc2ccccc2)N1. (2) Given the product CCN1CCC2(CCN(c3c(F)cc4c(=O)c(C(=O)O)cn(CC)c4c3F)C2)C1, predict the reactants needed to synthesize it. The reactants are: CCN1CCC2(CCNC2)C1.CCn1cc(C(=O)O)c(=O)c2cc(F)c(F)c(F)c21.